This data is from Full USPTO retrosynthesis dataset with 1.9M reactions from patents (1976-2016). The task is: Predict the reactants needed to synthesize the given product. Given the product [Cl:1][C:2]1[CH:3]=[C:4]([CH2:8][CH2:9][O:10][CH2:25][CH2:24][C:23]([O:27][C:28]([CH3:31])([CH3:30])[CH3:29])=[O:26])[CH:5]=[CH:6][CH:7]=1, predict the reactants needed to synthesize it. The reactants are: [Cl:1][C:2]1[CH:3]=[C:4]([CH2:8][CH2:9][OH:10])[CH:5]=[CH:6][CH:7]=1.[OH-].C([N+](C)(C)C)C1C=CC=CC=1.[C:23]([O:27][C:28]([CH3:31])([CH3:30])[CH3:29])(=[O:26])[CH:24]=[CH2:25].